This data is from Forward reaction prediction with 1.9M reactions from USPTO patents (1976-2016). The task is: Predict the product of the given reaction. (1) Given the reactants [CH:1]1([C:4]2[NH:8][N:7]=[C:6]([NH:9][C:10]3[C:17]([F:18])=[CH:16][C:13]([CH:14]=[O:15])=[C:12]([NH:19][C@H:20]([C:22]4[CH:27]=[CH:26][C:25]([F:28])=[CH:24][CH:23]=4)[CH3:21])[N:11]=3)[CH:5]=2)[CH2:3][CH2:2]1.[BH4-].[Na+], predict the reaction product. The product is: [CH:1]1([C:4]2[NH:8][N:7]=[C:6]([NH:9][C:10]3[N:11]=[C:12]([NH:19][C@H:20]([C:22]4[CH:27]=[CH:26][C:25]([F:28])=[CH:24][CH:23]=4)[CH3:21])[C:13]([CH2:14][OH:15])=[CH:16][C:17]=3[F:18])[CH:5]=2)[CH2:3][CH2:2]1. (2) Given the reactants [F:1][C:2]1[CH:9]=[C:8]([F:10])[CH:7]=[CH:6][C:3]=1[CH:4]=O.[O:11]=[C:12]([CH:14](P(=O)(OCC)OCC)[CH2:15][CH2:16][CH2:17][CH2:18][CH3:19])[CH3:13], predict the reaction product. The product is: [F:1][C:2]1[CH:9]=[C:8]([F:10])[CH:7]=[CH:6][C:3]=1/[CH:4]=[C:14](\[CH2:15][CH2:16][CH2:17][CH2:18][CH3:19])/[C:12](=[O:11])[CH3:13].